Dataset: Catalyst prediction with 721,799 reactions and 888 catalyst types from USPTO. Task: Predict which catalyst facilitates the given reaction. (1) Reactant: [CH2:1]([O:3][C:4]([C:6]1[N:7]([C:26]2[CH:31]=[CH:30][C:29]([O:32][CH:33]([CH3:35])[CH3:34])=[CH:28][CH:27]=2)[C:8]2[C:13]([C:14]=1[NH2:15])=[CH:12][C:11]([C:16]1[CH:21]=[CH:20][C:19]([C:22]([CH3:25])([CH3:24])[CH3:23])=[CH:18][CH:17]=1)=[CH:10][CH:9]=2)=[O:5])[CH3:2].[H-].[Na+].[CH3:38]I.O. Product: [CH2:1]([O:3][C:4]([C:6]1[N:7]([C:26]2[CH:27]=[CH:28][C:29]([O:32][CH:33]([CH3:34])[CH3:35])=[CH:30][CH:31]=2)[C:8]2[C:13]([C:14]=1[NH:15][CH3:38])=[CH:12][C:11]([C:16]1[CH:21]=[CH:20][C:19]([C:22]([CH3:25])([CH3:24])[CH3:23])=[CH:18][CH:17]=1)=[CH:10][CH:9]=2)=[O:5])[CH3:2]. The catalyst class is: 3. (2) Reactant: [NH2:1][C:2]1[CH:3]=[C:4]2[C:8](=[CH:9][C:10]=1[N+:11]([O-:13])=[O:12])[C:7](=[O:14])[NH:6][C:5]2=[O:15].[F:16][C:17]1[N:22]=[CH:21][C:20](N)=[CH:19][CH:18]=1.N1C=CN=C1. Product: [NH2:1][C:2]1[CH:3]=[C:4]2[C:8](=[CH:9][C:10]=1[N+:11]([O-:13])=[O:12])[C:7](=[O:14])[N:6]([C:20]1[CH:21]=[N:22][C:17]([F:16])=[CH:18][CH:19]=1)[C:5]2=[O:15]. The catalyst class is: 400.